This data is from Full USPTO retrosynthesis dataset with 1.9M reactions from patents (1976-2016). The task is: Predict the reactants needed to synthesize the given product. (1) Given the product [CH3:5][C:7]1[CH:12]=[CH:11][C:10]([C:13]([C:24]2[CH:29]=[CH:28][CH:27]=[CH:26][CH:25]=2)=[C:14]2[CH2:19][C:18]([CH3:20])([CH3:21])[CH2:17][C:16]([CH3:23])([CH3:22])[CH2:15]2)=[CH:9][C:8]=1[O:30][CH2:2][C:3]#[N:4], predict the reactants needed to synthesize it. The reactants are: Br[CH2:2][C:3]#[N:4].[CH2:5]([C:7]1[CH:12]=[CH:11][C:10]([C:13]([C:24]2[CH:29]=[CH:28][CH:27]=[CH:26][CH:25]=2)=[C:14]2[CH2:19][C:18]([CH3:21])([CH3:20])[CH2:17][C:16]([CH3:23])([CH3:22])[CH2:15]2)=[CH:9][C:8]=1[OH:30])C.C([O-])([O-])=O.[K+].[K+]. (2) The reactants are: [O:1]=[C:2]1[N:8]2[CH2:9][CH:4]([CH2:5][CH2:6][CH:7]2[C:10]([NH:12][NH:13][C:14]([C:16]2[CH:30]=[CH:29][C:19]([CH2:20][NH:21]C(=O)OC(C)(C)C)=[CH:18][CH:17]=2)=[O:15])=[O:11])[N:3]1[O:31][S:32]([OH:35])(=[O:34])=[O:33].[NH+]1C=CC=CC=1.FC(F)(F)C(O)=O. Given the product [NH2:21][CH2:20][C:19]1[CH:18]=[CH:17][C:16]([C:14]([NH:13][NH:12][C:10]([CH:7]2[CH2:6][CH2:5][CH:4]3[CH2:9][N:8]2[C:2](=[O:1])[N:3]3[O:31][S:32]([OH:35])(=[O:34])=[O:33])=[O:11])=[O:15])=[CH:30][CH:29]=1, predict the reactants needed to synthesize it. (3) The reactants are: [Cl:1][C:2]1[CH:34]=[CH:33][C:5]([CH2:6][O:7][C:8]2[CH:13]=[CH:12][N:11]([C:14]3[CH:15]=[CH:16][C:17]4[N:18]([C:20]([CH3:31])=[C:21]([CH:23]5[CH2:25][CH:24]5C(OCC)=O)[N:22]=4)[CH:19]=3)[C:10](=[O:32])[CH:9]=2)=[CH:4][CH:3]=1.C[Mg]Br. Given the product [Cl:1][C:2]1[CH:3]=[CH:4][C:5]([CH2:6][O:7][C:8]2[CH:13]=[CH:12][N:11]([C:14]3[CH:15]=[CH:16][C:17]4[N:18]([C:20]([CH3:31])=[C:21]([CH:23]5[CH2:25][CH:24]5[C:8]([OH:7])([CH3:13])[CH3:9])[N:22]=4)[CH:19]=3)[C:10](=[O:32])[CH:9]=2)=[CH:33][CH:34]=1, predict the reactants needed to synthesize it.